From a dataset of Reaction yield outcomes from USPTO patents with 853,638 reactions. Predict the reaction yield, written as a fraction of the theoretical maximum amount of product (1.0 means a 100% yield; for example, 0.34 means a 34% yield). (1) The product is [CH3:15][O:14][C:11]1[CH:12]=[CH:13][C:8]([C:5]2[S:6][CH:7]=[C:3]([CH2:2][N:16]3[CH:20]=[CH:19][N:18]=[N:17]3)[N:4]=2)=[CH:9][CH:10]=1. The catalyst is CC(O)(CC)C. The reactants are Cl[CH2:2][C:3]1[N:4]=[C:5]([C:8]2[CH:13]=[CH:12][C:11]([O:14][CH3:15])=[CH:10][CH:9]=2)[S:6][CH:7]=1.[NH:16]1[CH:20]=[CH:19][N:18]=[N:17]1.[I-].[K+].[OH-].[Na+]. The yield is 0.820. (2) The reactants are [CH3:1][C:2]1[C:3](=[O:10])[N:4]=[C:5](SC)[NH:6][CH:7]=1.[Cl:11][C:12]1[CH:27]=[CH:26][C:15]([O:16][C:17]2[CH:22]=[CH:21][C:20]([CH2:23][CH2:24][NH2:25])=[CH:19][CH:18]=2)=[CH:14][C:13]=1[C:28]([F:31])([F:30])[F:29]. The catalyst is C(O)C. The product is [Cl:11][C:12]1[CH:27]=[CH:26][C:15]([O:16][C:17]2[CH:22]=[CH:21][C:20]([CH2:23][CH2:24][NH:25][C:5]3[NH:6][CH:7]=[C:2]([CH3:1])[C:3](=[O:10])[N:4]=3)=[CH:19][CH:18]=2)=[CH:14][C:13]=1[C:28]([F:29])([F:30])[F:31]. The yield is 0.339. (3) The reactants are C([O:3][C:4]([C:6]1[CH:7]=[N:8][N:9]([C:11]2[NH:15][C:14]3[CH:16]=[C:17]([S:21]([CH2:23][CH3:24])=[O:22])[C:18]([Cl:20])=[CH:19][C:13]=3[N:12]=2)[CH:10]=1)=[O:5])C.C1COCC1.[OH-].[Li+]. The catalyst is O. The product is [Cl:20][C:18]1[C:17]([S:21]([CH2:23][CH3:24])=[O:22])=[CH:16][C:14]2[NH:15][C:11]([N:9]3[CH:10]=[C:6]([C:4]([OH:5])=[O:3])[CH:7]=[N:8]3)=[N:12][C:13]=2[CH:19]=1. The yield is 0.850. (4) The reactants are [Br:1][C:2]1[CH:7]=[CH:6][C:5]([N:8]2[C:13](=[O:14])[CH:12]=[C:11]([O:15][CH:16]3[CH2:21][CH2:20][N:19](C(OC(C)(C)C)=O)[CH2:18][CH2:17]3)[C:10]([C:29]#[N:30])=[N:9]2)=[CH:4][C:3]=1[F:31].[ClH:32].O1CCOCC1.CCOCC. The catalyst is C(Cl)Cl. The product is [ClH:32].[Br:1][C:2]1[CH:7]=[CH:6][C:5]([N:8]2[C:13](=[O:14])[CH:12]=[C:11]([O:15][CH:16]3[CH2:21][CH2:20][NH:19][CH2:18][CH2:17]3)[C:10]([C:29]#[N:30])=[N:9]2)=[CH:4][C:3]=1[F:31]. The yield is 1.00. (5) The reactants are [F:1][CH:2]([F:21])[O:3][CH2:4][C@@H:5]1[CH2:9][N:8]([C:10]([O:12][C:13]([CH3:16])([CH3:15])[CH3:14])=[O:11])[C@H:7]([C:17]([O:19]C)=[O:18])[CH2:6]1.[Li+].[OH-].Cl. The catalyst is C1COCC1.CO. The product is [C:13]([O:12][C:10]([N:8]1[CH2:9][C@@H:5]([CH2:4][O:3][CH:2]([F:1])[F:21])[CH2:6][C@H:7]1[C:17]([OH:19])=[O:18])=[O:11])([CH3:16])([CH3:14])[CH3:15]. The yield is 0.990. (6) The reactants are Br[CH2:2][C:3]1[NH:8][C:7]([C:9]2[S:10][CH:11]=[CH:12][N:13]=2)=[N:6][CH:5]([C:14]2[CH:19]=[CH:18][C:17]([Cl:20])=[CH:16][C:15]=2[Cl:21])[C:4]=1[C:22]([O:24][CH2:25][CH3:26])=[O:23].[NH:27]1[CH2:32][CH2:31][O:30][CH2:29][CH:28]1[C:33]([NH2:35])=[O:34]. No catalyst specified. The product is [C:33]([CH:28]1[N:27]([CH2:2][C:3]2[NH:8][C:7]([C:9]3[S:10][CH:11]=[CH:12][N:13]=3)=[N:6][CH:5]([C:14]3[CH:19]=[CH:18][C:17]([Cl:20])=[CH:16][C:15]=3[Cl:21])[C:4]=2[C:22]([O:24][CH2:25][CH3:26])=[O:23])[CH2:32][CH2:31][O:30][CH2:29]1)(=[O:34])[NH2:35]. The yield is 0.490. (7) The reactants are [Cl:1][CH2:2][CH2:3][N:4]1[C:12]2[C:7](=[CH:8][C:9]([O:13][CH3:14])=[CH:10][CH:11]=2)[CH:6]=[C:5]1[CH2:15][OH:16]. The catalyst is ClCCl.[O-2].[O-2].[Mn+4]. The product is [Cl:1][CH2:2][CH2:3][N:4]1[C:12]2[C:7](=[CH:8][C:9]([O:13][CH3:14])=[CH:10][CH:11]=2)[CH:6]=[C:5]1[CH:15]=[O:16]. The yield is 0.930.